Dataset: Full USPTO retrosynthesis dataset with 1.9M reactions from patents (1976-2016). Task: Predict the reactants needed to synthesize the given product. (1) Given the product [NH2:13][C:14]1[NH:15][C:9](=[O:11])[C:6]2=[C:5]([CH3:12])[N:4]=[CH:3][N:7]2[N:8]=1, predict the reactants needed to synthesize it. The reactants are: C([C:3]1[N:7]([NH2:8])[C:6]([C:9]([OH:11])=O)=[C:5]([CH3:12])[N:4]=1)C.[N:13]#[C:14][NH2:15].Cl.[OH-].[Na+]. (2) Given the product [CH3:25][N:26]1[C:27](=[O:58])[C:28]([NH:41][C:42]2[CH:47]=[CH:46][C:45]([N:48]3[CH2:53][CH2:52][N:51]([CH:54]4[CH2:55][O:56][CH2:57]4)[CH2:50][CH2:49]3)=[CH:44][N:43]=2)=[CH:29][C:30]([C:2]2[C:3]([CH:23]=[O:24])=[C:4]([N:8]3[CH2:19][CH2:18][N:17]4[C:10](=[CH:11][C:12]5[CH2:13][C:14]([CH3:21])([CH3:20])[CH2:15][C:16]=54)[C:9]3=[O:22])[N:5]=[CH:6][CH:7]=2)=[CH:31]1, predict the reactants needed to synthesize it. The reactants are: Cl[C:2]1[CH:7]=[CH:6][N:5]=[C:4]([N:8]2[CH2:19][CH2:18][N:17]3[C:10](=[CH:11][C:12]4[CH2:13][C:14]([CH3:21])([CH3:20])[CH2:15][C:16]=43)[C:9]2=[O:22])[C:3]=1[CH:23]=[O:24].[CH3:25][N:26]1[CH:31]=[C:30](B2OC(C)(C)C(C)(C)O2)[CH:29]=[C:28]([NH:41][C:42]2[CH:47]=[CH:46][C:45]([N:48]3[CH2:53][CH2:52][N:51]([CH:54]4[CH2:57][O:56][CH2:55]4)[CH2:50][CH2:49]3)=[CH:44][N:43]=2)[C:27]1=[O:58].[O-]P([O-])([O-])=O.[K+].[K+].[K+]. (3) Given the product [Cl:57][C:58]1[N:63]=[C:62]([NH:43][C:44]2[N:48]([C:49]([O:51][C:52]([CH3:53])([CH3:55])[CH3:54])=[O:50])[N:47]=[C:46]([CH3:56])[CH:45]=2)[CH:61]=[C:60]([O:65][CH3:66])[N:59]=1, predict the reactants needed to synthesize it. The reactants are: CC1(C)C2C=CC=C(P(C3C=CC=CC=3)C3C=CC=CC=3)C=2OC2C1=CC=CC=2P(C1C=CC=CC=1)C1C=CC=CC=1.[NH2:43][C:44]1[N:48]([C:49]([O:51][C:52]([CH3:55])([CH3:54])[CH3:53])=[O:50])[N:47]=[C:46]([CH3:56])[CH:45]=1.[Cl:57][C:58]1[N:63]=[C:62](Cl)[CH:61]=[C:60]([O:65][CH3:66])[N:59]=1.C(=O)([O-])[O-].[Cs+].[Cs+]. (4) Given the product [Si:17]([O:16][CH2:15][C:13]1[CH:14]=[C:9]([OH:8])[C:10]([C:24]2[CH:29]=[C:28]([O:30][CH3:31])[CH:27]=[CH:26][C:25]=2[F:32])=[N:11][CH:12]=1)([C:20]([CH3:23])([CH3:22])[CH3:21])([CH3:19])[CH3:18], predict the reactants needed to synthesize it. The reactants are: C([O:8][C:9]1[C:10]([C:24]2[CH:29]=[C:28]([O:30][CH3:31])[CH:27]=[CH:26][C:25]=2[F:32])=[N:11][CH:12]=[C:13]([CH2:15][O:16][Si:17]([C:20]([CH3:23])([CH3:22])[CH3:21])([CH3:19])[CH3:18])[CH:14]=1)C1C=CC=CC=1. (5) Given the product [CH3:13][C:14]1[CH:19]=[CH:18][C:17]([S:20]([O:11][C:4]2[C:5]3[C:10](=[CH:9][CH:8]=[CH:7][CH:6]=3)[C:1](=[O:12])[NH:2][N:3]=2)(=[O:22])=[O:21])=[CH:16][CH:15]=1, predict the reactants needed to synthesize it. The reactants are: [C:1]1(=[O:12])[C:10]2[C:5](=[CH:6][CH:7]=[CH:8][CH:9]=2)[C:4](=[O:11])[NH:3][NH:2]1.[CH3:13][C:14]1[CH:19]=[CH:18][C:17]([S:20](Cl)(=[O:22])=[O:21])=[CH:16][CH:15]=1. (6) Given the product [C:1]([O:5][C:6]([N:8]1[CH2:13][CH2:12][N:11]([CH2:18][C:17]2[CH:20]=[CH:21][CH:22]=[C:15]([Cl:14])[CH:16]=2)[CH2:10][CH2:9]1)=[O:7])([CH3:4])([CH3:2])[CH3:3], predict the reactants needed to synthesize it. The reactants are: [C:1]([O:5][C:6]([N:8]1[CH2:13][CH2:12][NH:11][CH2:10][CH2:9]1)=[O:7])([CH3:4])([CH3:3])[CH3:2].[Cl:14][C:15]1[CH:16]=[C:17]([CH:20]=[CH:21][CH:22]=1)[CH:18]=O.CC(O)=O.[BH-](OC(C)=O)(OC(C)=O)OC(C)=O.[Na+].[OH-].[Na+].